Dataset: Forward reaction prediction with 1.9M reactions from USPTO patents (1976-2016). Task: Predict the product of the given reaction. (1) Given the reactants [S:1]([O-:5])([O-:4])(=[O:3])=[O:2].[Na+:6].[Na+].S(S([O-])(=O)=O)([O-])(=O)=[O:9].[Na+].[Na+].O.O.O.O.O.O.O.O.O.O.S([O-])([O-])(=O)=O.[Na+].[Na+].S([O-])([O-])(=O)=O.[Na+].[Na+].[S:42]([S:46]([O-:49])(=[O:48])=[O:47])([O-:45])(=[O:44])=[O:43].[Na+].[Na+], predict the reaction product. The product is: [S:1]([O-:5])([O-:4])(=[O:3])=[O:2].[Na+:6].[Na+:6].[OH2:9].[S:42]([S:46]([O-:49])(=[O:48])=[O:47])([O-:45])(=[O:44])=[O:43].[Na+:6].[Na+:6]. (2) Given the reactants Br[C:2]1[C:10]2[N:9]=[C:8]([CH3:11])[N:7]([CH2:12][C:13]3[CH:18]=[CH:17][CH:16]=[C:15]([Cl:19])[C:14]=3[Cl:20])[C:6]=2[CH:5]=[C:4]([N:21]2[CH2:26][CH2:25][O:24][CH2:23][CH2:22]2)[CH:3]=1.C[O:28][B:29](OC)[O:30]C, predict the reaction product. The product is: [Cl:20][C:14]1[C:15]([Cl:19])=[CH:16][CH:17]=[CH:18][C:13]=1[CH2:12][N:7]1[C:6]2[CH:5]=[C:4]([N:21]3[CH2:26][CH2:25][O:24][CH2:23][CH2:22]3)[CH:3]=[C:2]([B:29]([OH:30])[OH:28])[C:10]=2[N:9]=[C:8]1[CH3:11].